The task is: Predict the reactants needed to synthesize the given product.. This data is from Full USPTO retrosynthesis dataset with 1.9M reactions from patents (1976-2016). (1) Given the product [NH:8]1[CH2:11][CH:10]([CH2:12][O:13][C:14]2[CH:15]=[CH:16][C:17]([C:20]3([C:26]#[N:27])[CH2:25][CH2:24][O:23][CH2:22][CH2:21]3)=[CH:18][CH:19]=2)[CH2:9]1, predict the reactants needed to synthesize it. The reactants are: C1(C(C2C=CC=CC=2)[N:8]2[CH2:11][CH:10]([CH2:12][O:13][C:14]3[CH:19]=[CH:18][C:17]([C:20]4([C:26]#[N:27])[CH2:25][CH2:24][O:23][CH2:22][CH2:21]4)=[CH:16][CH:15]=3)[CH2:9]2)C=CC=CC=1.Cl. (2) Given the product [CH3:12][N:45]([C:42]1[CH:43]=[CH:44][C:39]([C:38]([O:37][CH3:36])=[O:46])=[CH:40][CH:41]=1)[C:8](=[O:10])[CH:7]([N:3]1[CH2:4][CH2:5][CH2:6][C:2]1=[O:1])[CH3:11], predict the reactants needed to synthesize it. The reactants are: [O:1]=[C:2]1[CH2:6][CH2:5][CH2:4][N:3]1[CH:7]([CH3:11])[C:8]([OH:10])=O.[CH3:12]N(C(ON1N=NC2C=CC=NC1=2)=[N+](C)C)C.F[P-](F)(F)(F)(F)F.[CH3:36][O:37][C:38](=[O:46])[C:39]1[CH:44]=[CH:43][C:42]([NH2:45])=[CH:41][CH:40]=1.CN1CCOCC1. (3) Given the product [CH2:34]([O:41][CH2:42][CH2:43][O:44][C:45]1[CH:53]=[C:52]2[C:48]([C:49]([NH:54][C:13](=[O:14])[C:12]3[CH:16]=[CH:17][C:9]([N:6]4[CH2:7][CH2:8][N:3]([CH3:2])[CH2:4][CH2:5]4)=[CH:10][CH:11]=3)=[N:50][NH:51]2)=[CH:47][CH:46]=1)[C:35]1[CH:36]=[CH:37][CH:38]=[CH:39][CH:40]=1, predict the reactants needed to synthesize it. The reactants are: Cl.[CH3:2][N:3]1[CH2:8][CH2:7][N:6]([C:9]2[CH:17]=[CH:16][C:12]([C:13](Cl)=[O:14])=[CH:11][CH:10]=2)[CH2:5][CH2:4]1.CN1CCN(C2C=CC(C(O)=O)=CC=2)CC1.[CH2:34]([O:41][CH2:42][CH2:43][O:44][C:45]1[CH:53]=[C:52]2[C:48]([C:49]([NH2:54])=[N:50][NH:51]2)=[CH:47][CH:46]=1)[C:35]1[CH:40]=[CH:39][CH:38]=[CH:37][CH:36]=1. (4) Given the product [C:1]([O:5][C:6]([N:8]1[CH2:13][CH2:12][N:11]([CH2:14][C:15]2[CH:20]=[CH:19][CH:18]=[C:17]([C:21]3[CH:26]=[CH:25][N:24]=[C:23]([NH:35][CH2:34][CH2:33][C:32]4[CH:36]=[CH:37][CH:38]=[C:30]([F:29])[CH:31]=4)[N:22]=3)[CH:16]=2)[C@@H:10]([CH3:28])[CH2:9]1)=[O:7])([CH3:4])([CH3:3])[CH3:2], predict the reactants needed to synthesize it. The reactants are: [C:1]([O:5][C:6]([N:8]1[CH2:13][CH2:12][N:11]([CH2:14][C:15]2[CH:20]=[CH:19][CH:18]=[C:17]([C:21]3[CH:26]=[CH:25][N:24]=[C:23](Cl)[N:22]=3)[CH:16]=2)[C@@H:10]([CH3:28])[CH2:9]1)=[O:7])([CH3:4])([CH3:3])[CH3:2].[F:29][C:30]1[CH:31]=[C:32]([CH:36]=[CH:37][CH:38]=1)[CH2:33][CH2:34][NH2:35].